This data is from Peptide-MHC class II binding affinity with 134,281 pairs from IEDB. The task is: Regression. Given a peptide amino acid sequence and an MHC pseudo amino acid sequence, predict their binding affinity value. This is MHC class II binding data. (1) The peptide sequence is GIVTMLSPMLHHWIK. The MHC is DRB1_0801 with pseudo-sequence DRB1_0801. The binding affinity (normalized) is 0.633. (2) The peptide sequence is ALTGATEIQNSGGTS. The MHC is DRB1_1501 with pseudo-sequence DRB1_1501. The binding affinity (normalized) is 0.150. (3) The peptide sequence is GINTIPIAINEAEYV. The MHC is HLA-DPA10201-DPB10501 with pseudo-sequence HLA-DPA10201-DPB10501. The binding affinity (normalized) is 0.217. (4) The peptide sequence is VFSDMISKDGFRPSR. The MHC is H-2-IAs with pseudo-sequence H-2-IAs. The binding affinity (normalized) is 0.0824. (5) The peptide sequence is IALVKTLLEQTLALL. The MHC is HLA-DQA10102-DQB10602 with pseudo-sequence HLA-DQA10102-DQB10602. The binding affinity (normalized) is 0. (6) The peptide sequence is RMFSSTLRAAVPWYA. The MHC is DRB1_1602 with pseudo-sequence DRB1_1602. The binding affinity (normalized) is 0.621. (7) The peptide sequence is DIKVQFQSGGNNSPA. The MHC is HLA-DPA10103-DPB10401 with pseudo-sequence HLA-DPA10103-DPB10401. The binding affinity (normalized) is 0.